From a dataset of Reaction yield outcomes from USPTO patents with 853,638 reactions. Predict the reaction yield, written as a fraction of the theoretical maximum amount of product (1.0 means a 100% yield; for example, 0.34 means a 34% yield). The reactants are C(N(C(C)C)CC)(C)C.O[C@@:11]([C:39]1[CH:40]=[C:41]2[C:46](=[CH:47][CH:48]=1)[CH:45]=[C:44]([C:49]([NH:51][CH3:52])=[O:50])[CH:43]=[CH:42]2)([C:15]1[N:16]=[CH:17][N:18](C(C2C=CC=CC=2)(C2C=CC=CC=2)C2C=CC=CC=2)[CH:19]=1)[CH2:12][CH2:13]O.CS(Cl)(=O)=[O:55].Cl. The product is [OH:55][C:19]1[N:18]=[CH:17][N:16]2[CH2:13][CH2:12][C@@H:11]([C:39]3[CH:40]=[C:41]4[C:46](=[CH:47][CH:48]=3)[CH:45]=[C:44]([C:49]([NH:51][CH3:52])=[O:50])[CH:43]=[CH:42]4)[C:15]=12. The yield is 0.620. The catalyst is O.C(OCC)(=O)C.C(#N)C.CO.C1COCC1.